From a dataset of Reaction yield outcomes from USPTO patents with 853,638 reactions. Predict the reaction yield, written as a fraction of the theoretical maximum amount of product (1.0 means a 100% yield; for example, 0.34 means a 34% yield). (1) The reactants are [OH:1][C:2]1[C:3]([C:17](=O)[CH3:18])=[N:4][N:5]([CH3:16])[C:6]=1[C:7]1[CH:12]=[CH:11][C:10]([CH:13]([CH3:15])[CH3:14])=[CH:9][CH:8]=1.[NH:20]([C:22]([NH:24][C:25]1[CH:33]=[CH:32][C:28]([C:29]([OH:31])=[O:30])=[CH:27][CH:26]=1)=[S:23])[NH2:21].CN(C)C=O. The catalyst is Cl.O. The product is [OH:1][C:2]1[C:3]([C:17](=[N:21][NH:20][C:22]([NH:24][C:25]2[CH:33]=[CH:32][C:28]([C:29]([OH:31])=[O:30])=[CH:27][CH:26]=2)=[S:23])[CH3:18])=[N:4][N:5]([CH3:16])[C:6]=1[C:7]1[CH:12]=[CH:11][C:10]([CH:13]([CH3:15])[CH3:14])=[CH:9][CH:8]=1. The yield is 0.720. (2) The reactants are [NH:1]1[CH2:6][CH2:5][CH:4]([CH2:7][CH2:8][OH:9])[CH2:3][CH2:2]1.Cl[CH2:11][C:12]#[N:13].C(N(CC)CC)C. The catalyst is CCOCC. The product is [OH:9][CH2:8][CH2:7][CH:4]1[CH2:5][CH2:6][N:1]([CH2:11][C:12]#[N:13])[CH2:2][CH2:3]1. The yield is 1.00. (3) The reactants are [F:1][C:2]1[CH:3]=[C:4]([CH:8]([N:13]2[CH2:18][CH2:17][CH2:16][CH2:15][CH2:14]2)[C:9]([O:11]C)=[O:10])[CH:5]=[CH:6][CH:7]=1.[ClH:19]. The catalyst is O1CCOCC1. The product is [ClH:19].[F:1][C:2]1[CH:3]=[C:4]([CH:8]([N:13]2[CH2:18][CH2:17][CH2:16][CH2:15][CH2:14]2)[C:9]([OH:11])=[O:10])[CH:5]=[CH:6][CH:7]=1. The yield is 0.940. (4) The catalyst is [OH-].[Na+].C(Cl)Cl. The yield is 0.650. The reactants are [CH:1]12[CH:8]([C:9]3[CH:10]=[C:11]([OH:15])[CH:12]=[CH:13][CH:14]=3)[CH:5]([CH2:6][CH2:7]1)[CH2:4][NH:3][CH2:2]2.Cl.C([O-])([O-])=O.[Na+].[Na+].Cl[C:24]([O:26][CH2:27][C:28]1[CH:33]=[CH:32][CH:31]=[CH:30][CH:29]=1)=[O:25]. The product is [CH2:27]([O:26][C:24]([N:3]1[CH2:4][CH:5]2[CH:8]([C:9]3[CH:14]=[CH:13][CH:12]=[C:11]([OH:15])[CH:10]=3)[CH:1]([CH2:7][CH2:6]2)[CH2:2]1)=[O:25])[C:28]1[CH:33]=[CH:32][CH:31]=[CH:30][CH:29]=1. (5) The reactants are B(F)(F)F.[N:5]1[O:6][CH2:7][CH:8]2[CH2:12][N:11]([C:13]([O:15][CH2:16][C:17]3[CH:22]=[CH:21][CH:20]=[CH:19][CH:18]=3)=[O:14])[CH2:10][C:9]=12.[C:23]1([Mg]Br)[CH:28]=[CH:27][CH:26]=[CH:25][CH:24]=1. The catalyst is O1CCCC1. The product is [C:23]1([C:9]23[CH2:10][N:11]([C:13]([O:15][CH2:16][C:17]4[CH:22]=[CH:21][CH:20]=[CH:19][CH:18]=4)=[O:14])[CH2:12][CH:8]2[CH2:7][O:6][NH:5]3)[CH:28]=[CH:27][CH:26]=[CH:25][CH:24]=1. The yield is 0.590.